Dataset: Full USPTO retrosynthesis dataset with 1.9M reactions from patents (1976-2016). Task: Predict the reactants needed to synthesize the given product. (1) Given the product [CH2:16]([O:17][CH2:18][CH2:19][O:13][C:5]1[CH:6]=[CH:7][CH:8]=[C:9]([N+:10]([O-:12])=[O:11])[C:4]=1[N+:1]([O-:3])=[O:2])[CH3:15], predict the reactants needed to synthesize it. The reactants are: [N+:1]([C:4]1[C:9]([N+:10]([O-:12])=[O:11])=[CH:8][CH:7]=[CH:6][C:5]=1[OH:13])([O-:3])=[O:2].Cl[CH2:15][CH2:16][O:17][CH2:18][CH3:19]. (2) Given the product [F:1][C:2]([F:14])([F:15])[C:3]1[CH:4]=[C:5]([N:6]2[CH2:24][CH2:25][NH:26][C:27]2=[O:28])[CH:7]=[C:8]([C:10]([F:11])([F:12])[F:13])[CH:9]=1, predict the reactants needed to synthesize it. The reactants are: [F:1][C:2]([F:15])([F:14])[C:3]1[CH:4]=[C:5]([CH:7]=[C:8]([C:10]([F:13])([F:12])[F:11])[CH:9]=1)[NH2:6].C(N(CC)CC)C.Cl[CH2:24][CH2:25][N:26]=[C:27]=[O:28].C(OCC)(=O)C. (3) Given the product [NH2:26][CH2:25][C:23]1[CH:22]=[CH:21][N:20]2[C:16]([C:13]3[CH:12]=[CH:11][C:10]4[C:15](=[C:6]([O:5][CH2:4][C:3]([CH3:38])([CH3:37])[CH2:2][OH:1])[CH:7]=[CH:8][CH:9]=4)[N:14]=3)=[N:17][N:18]=[C:19]2[CH:24]=1, predict the reactants needed to synthesize it. The reactants are: [OH:1][CH2:2][C:3]([CH3:38])([CH3:37])[CH2:4][O:5][C:6]1[CH:7]=[CH:8][CH:9]=[C:10]2[C:15]=1[N:14]=[C:13]([C:16]1[N:20]3[CH:21]=[CH:22][C:23]([CH2:25][N:26]4C(=O)C5C(=CC=CC=5)C4=O)=[CH:24][C:19]3=[N:18][N:17]=1)[CH:12]=[CH:11]2.NN. (4) Given the product [CH:1]1([N:23]2[CH2:22][CH2:21][CH:20]([N:19]3[C:18]4[CH:26]=[CH:27][CH:28]=[CH:29][C:17]=4[NH:16][C:15]3=[O:14])[CH2:25][CH2:24]2)[C:11]2=[C:12]3[C:7](=[CH:8][CH:9]=[CH:10]2)[CH:6]=[CH:5][CH:4]=[C:3]3[CH2:2]1, predict the reactants needed to synthesize it. The reactants are: [C:1]1(=O)[C:11]2=[C:12]3[C:7](=[CH:8][CH:9]=[CH:10]2)[CH:6]=[CH:5][CH:4]=[C:3]3[CH2:2]1.[O:14]=[C:15]1[N:19]([CH:20]2[CH2:25][CH2:24][NH:23][CH2:22][CH2:21]2)[C:18]2[CH:26]=[CH:27][CH:28]=[CH:29][C:17]=2[NH:16]1.[Na].O.